Dataset: Catalyst prediction with 721,799 reactions and 888 catalyst types from USPTO. Task: Predict which catalyst facilitates the given reaction. (1) Reactant: [NH2:1][C:2]1[N:7]=[CH:6][C:5]([C:8]2[CH:18]=[CH:17][C:11]([O:12][CH2:13][C:14](O)=[O:15])=[CH:10][CH:9]=2)=[CH:4][C:3]=1[C:19]1[S:20][C:21]2[CH:27]=[CH:26][CH:25]=[CH:24][C:22]=2[N:23]=1.[Cl-].C[NH3+].[CH3:31][N:32](C(ON1N=NC2C=CC=CC1=2)=[N+](C)C)C.[B-](F)(F)(F)F.CCN(C(C)C)C(C)C. Product: [NH2:1][C:2]1[N:7]=[CH:6][C:5]([C:8]2[CH:18]=[CH:17][C:11]([O:12][CH2:13][C:14]([NH:32][CH3:31])=[O:15])=[CH:10][CH:9]=2)=[CH:4][C:3]=1[C:19]1[S:20][C:21]2[CH:27]=[CH:26][CH:25]=[CH:24][C:22]=2[N:23]=1. The catalyst class is: 3. (2) Reactant: [Cl:1][C:2]1[CH:7]=[CH:6][C:5]([C:8]2[S:16][C:15]3[C:14](=[O:17])[N:13]([C:18]4[CH:23]=[CH:22][C:21]([O:24][CH2:25][C:26]([OH:29])([CH3:28])[CH3:27])=[C:20]([CH2:30][CH3:31])[CH:19]=4)[CH:12]=[N:11][C:10]=3[CH:9]=2)=[CH:4][CH:3]=1.N1(C2C=CN=CC=2)CCCC1.[C:43]([O:47][C:48]([NH:50][CH2:51][C:52](O)=[O:53])=[O:49])([CH3:46])([CH3:45])[CH3:44].C(N=C=NC(C)C)(C)C.O.NN. Product: [C:43]([O:47][C:48]([NH:50][CH2:51][C:52]([O:29][C:26]([CH3:27])([CH3:28])[CH2:25][O:24][C:21]1[CH:22]=[CH:23][C:18]([N:13]2[C:14](=[O:17])[C:15]3[S:16][C:8]([C:5]4[CH:4]=[CH:3][C:2]([Cl:1])=[CH:7][CH:6]=4)=[CH:9][C:10]=3[N:11]=[CH:12]2)=[CH:19][C:20]=1[CH2:30][CH3:31])=[O:53])=[O:49])([CH3:46])([CH3:45])[CH3:44]. The catalyst class is: 2. (3) Reactant: [C:1]1([N:7]2[CH:12]=[CH:11][CH:10]=[N:9][C:8]2=[O:13])[CH:6]=[CH:5][CH:4]=[CH:3][CH:2]=1.[BH4-].[Na+]. Product: [C:1]1([N:7]2[CH:12]=[CH:11][CH2:10][NH:9][C:8]2=[O:13])[CH:2]=[CH:3][CH:4]=[CH:5][CH:6]=1. The catalyst class is: 36. (4) Reactant: [F:1][C:2]([F:38])([F:37])[C:3]1[CH:8]=[CH:7][C:6]([C:9]2[CH2:14][CH2:13][CH2:12][CH2:11][C:10]=2[C:15]([NH:17][C:18]2[CH:23]=[CH:22][C:21]([N:24]3[CH2:29][CH2:28][N:27](C(OC(C)(C)C)=O)[CH2:26][CH2:25]3)=[CH:20][CH:19]=2)=[O:16])=[CH:5][CH:4]=1.FC(F)(F)C(O)=O. Product: [N:24]1([C:21]2[CH:20]=[CH:19][C:18]([NH:17][C:15]([C:10]3[CH2:11][CH2:12][CH2:13][CH2:14][C:9]=3[C:6]3[CH:5]=[CH:4][C:3]([C:2]([F:37])([F:1])[F:38])=[CH:8][CH:7]=3)=[O:16])=[CH:23][CH:22]=2)[CH2:29][CH2:28][NH:27][CH2:26][CH2:25]1. The catalyst class is: 4. (5) Reactant: N(C(OCC)=O)=NC(OCC)=O.C1(P(C2C=CC=CC=2)C2C=CC=CC=2)C=CC=CC=1.[Br:32][C:33]1[C:42]([OH:43])=[CH:41][CH:40]=[C:39]2[C:34]=1[CH:35]=[CH:36][N:37]=[CH:38]2.[C:44]([O:48][C:49](=[O:58])[NH:50][C@H:51]1[CH2:56][CH2:55][C@H:54](O)[CH2:53][CH2:52]1)([CH3:47])([CH3:46])[CH3:45].C(N(CC)CC)C. The catalyst class is: 4. Product: [C:44]([O:48][C:49](=[O:58])[NH:50][C@H:51]1[CH2:52][CH2:53][C@@H:54]([O:43][C:42]2[C:33]([Br:32])=[C:34]3[C:39](=[CH:40][CH:41]=2)[CH:38]=[N:37][CH:36]=[CH:35]3)[CH2:55][CH2:56]1)([CH3:47])([CH3:45])[CH3:46]. (6) Reactant: CCN=C=NCCCN(C)C.C1C=CC2N(O)N=NC=2C=1.[CH3:22][CH:23]([O:25][C:26]1[N:31]=[CH:30][C:29]([C:32]([OH:34])=O)=[CH:28][C:27]=1[C:35]([F:38])([F:37])[F:36])[CH3:24].O[NH:40]/[C:41](=[N:58]\[H])/[C:42]1[CH:43]=[C:44]2[C:48](=[CH:49][CH:50]=1)[NH:47][C:46]([CH2:51][CH2:52][C:53]([O:55][CH2:56][CH3:57])=[O:54])=[CH:45]2.CCCC[N+](CCCC)(CCCC)CCCC.[F-]. Product: [CH3:24][CH:23]([O:25][C:26]1[N:31]=[CH:30][C:29]([C:32]2[O:34][N:58]=[C:41]([C:42]3[CH:43]=[C:44]4[C:48](=[CH:49][CH:50]=3)[NH:47][C:46]([CH2:51][CH2:52][C:53]([O:55][CH2:56][CH3:57])=[O:54])=[CH:45]4)[N:40]=2)=[CH:28][C:27]=1[C:35]([F:38])([F:37])[F:36])[CH3:22]. The catalyst class is: 1. (7) Reactant: [CH3:1][C:2]1[C:6]([I:7])=[C:5]([CH3:8])[NH:4][N:3]=1.[H-].[Na+].CC1C=CC(S(O[CH:22]2[CH2:31][CH2:30][C:25]3([O:29][CH2:28][CH2:27][O:26]3)[CH2:24][CH2:23]2)(=O)=O)=CC=1. Product: [O:26]1[C:25]2([CH2:30][CH2:31][CH:22]([N:3]3[C:2]([CH3:1])=[C:6]([I:7])[C:5]([CH3:8])=[N:4]3)[CH2:23][CH2:24]2)[O:29][CH2:28][CH2:27]1. The catalyst class is: 3. (8) Reactant: [C:1](Cl)(=[O:5])C(Cl)=O.[Cl:7][C:8]1[CH:13]=[CH:12][C:11]([C:14]2[S:18][C:17]([C:19](O)=[O:20])=[C:16]([C:22]3[CH:27]=[CH:26][C:25]([S:28](=[O:31])(=[O:30])[NH2:29])=[CH:24][CH:23]=3)[C:15]=2[CH2:32][N:33]([CH3:35])[CH3:34])=[CH:10][CH:9]=1.[CH3:36][N:37]([CH:39]=O)[CH3:38].[CH2:41]([N:43](CC)CC)C. Product: [Cl:7][C:8]1[CH:13]=[CH:12][C:11]([C:14]2[S:18][C:17]([C:19]([N:43]([O:5][CH3:1])[CH3:41])=[O:20])=[C:16]([C:22]3[CH:23]=[CH:24][C:25]([S:28](=[O:30])(=[O:31])[N:29]=[CH:36][N:37]([CH3:39])[CH3:38])=[CH:26][CH:27]=3)[C:15]=2[CH2:32][N:33]([CH3:35])[CH3:34])=[CH:10][CH:9]=1. The catalyst class is: 4.